This data is from Catalyst prediction with 721,799 reactions and 888 catalyst types from USPTO. The task is: Predict which catalyst facilitates the given reaction. (1) Reactant: [CH3:1][C:2]1[N:3]([S:18]([C:21]2[CH:22]=[N:23][CH:24]=[CH:25][CH:26]=2)(=[O:20])=[O:19])[C:4]([C:12]2[CH:17]=[CH:16][CH:15]=[CH:14][CH:13]=2)=[CH:5][C:6]=1[C:7](OCC)=[O:8].[H-].C([Al+]CC(C)C)C(C)C.O.C(OC(=O)C)C. Product: [CH3:1][C:2]1[N:3]([S:18]([C:21]2[CH:22]=[N:23][CH:24]=[CH:25][CH:26]=2)(=[O:19])=[O:20])[C:4]([C:12]2[CH:13]=[CH:14][CH:15]=[CH:16][CH:17]=2)=[CH:5][C:6]=1[CH:7]=[O:8]. The catalyst class is: 207. (2) Reactant: ClC(Cl)(O[C:5](=[O:11])OC(Cl)(Cl)Cl)Cl.O[C@@H]([C@H](O)C(O)=O)C(O)=O.[C:23]1([C@H:29]2[CH2:31][C@@H:30]2[NH2:32])[CH:28]=[CH:27][CH:26]=[CH:25][CH:24]=1.C([O-])(O)=O.[Na+]. Product: [N:32]([C@H:30]1[CH2:31][C@@H:29]1[C:23]1[CH:28]=[CH:27][CH:26]=[CH:25][CH:24]=1)=[C:5]=[O:11]. The catalyst class is: 2. (3) Reactant: [Br:1][C:2]1[C:10]([C:11]#[N:12])=[CH:9][CH:8]=[C:7]2[C:3]=1[CH2:4][CH2:5][C@@H:6]2[OH:13].N1C=CN=C1.[C:19]([Si:23]([CH3:26])([CH3:25])Cl)([CH3:22])([CH3:21])[CH3:20]. Product: [Br:1][C:2]1[C:10]([C:11]#[N:12])=[CH:9][CH:8]=[C:7]2[C:3]=1[CH2:4][CH2:5][C@@H:6]2[O:13][Si:23]([C:19]([CH3:22])([CH3:21])[CH3:20])([CH3:26])[CH3:25]. The catalyst class is: 35. (4) Reactant: [C:1]1([CH3:15])[CH:6]=[CH:5][C:4]([S:7]([O:10][CH2:11][CH2:12][CH2:13][OH:14])(=[O:9])=[O:8])=[CH:3][CH:2]=1.O[C:17]1[CH:22]=[CH:21][C:20]([C:23]2[N:24]=[C:25]3[CH:30]=[CH:29][C:28]([O:31][CH3:32])=[CH:27][N:26]3[CH:33]=2)=[CH:19][CH:18]=1.C1(P(C2C=CC=CC=2)C2C=CC=CC=2)C=CC=CC=1.CC(OC(/N=N/C(OC(C)C)=O)=O)C. Product: [CH3:32][O:31][C:28]1[CH:29]=[CH:30][C:25]2[N:26]([CH:33]=[C:23]([C:20]3[CH:19]=[CH:18][C:17]([O:14][CH2:13][CH2:12][CH2:11][O:10][S:7]([C:4]4[CH:3]=[CH:2][C:1]([CH3:15])=[CH:6][CH:5]=4)(=[O:8])=[O:9])=[CH:22][CH:21]=3)[N:24]=2)[CH:27]=1. The catalyst class is: 213. (5) Reactant: [Cl:1][C:2]1[CH:3]=[CH:4][C:5]2[N:6]([CH:8]=[C:9]([NH:11][C:12](=[O:26])[C:13]3[CH:18]=[CH:17][C:16]([C:19]([CH3:25])([CH3:24])[CH2:20][CH2:21][C:22]#[N:23])=[CH:15][CH:14]=3)[N:10]=2)[CH:7]=1.[N:27]([Si](C)(C)C)=[N+:28]=[N-:29].C([Sn](=O)CCCC)CCC. Product: [Cl:1][C:2]1[CH:3]=[CH:4][C:5]2[N:6]([CH:8]=[C:9]([NH:11][C:12](=[O:26])[C:13]3[CH:18]=[CH:17][C:16]([C:19]([CH3:24])([CH3:25])[CH2:20][CH2:21][C:22]4[NH:29][N:28]=[N:27][N:23]=4)=[CH:15][CH:14]=3)[N:10]=2)[CH:7]=1. The catalyst class is: 11.